This data is from Reaction yield outcomes from USPTO patents with 853,638 reactions. The task is: Predict the reaction yield, written as a fraction of the theoretical maximum amount of product (1.0 means a 100% yield; for example, 0.34 means a 34% yield). No catalyst specified. The reactants are [F:1][C:2]([F:13])([F:12])[C:3]1[CH:4]=[C:5]([CH:9]=[CH:10][CH:11]=1)[CH:6]=[N:7][OH:8].[Cl:14]N1C(=O)CCC1=O. The yield is 0.950. The product is [OH:8][N:7]=[C:6]([Cl:14])[C:5]1[CH:9]=[CH:10][CH:11]=[C:3]([C:2]([F:12])([F:13])[F:1])[CH:4]=1.